Predict which catalyst facilitates the given reaction. From a dataset of Catalyst prediction with 721,799 reactions and 888 catalyst types from USPTO. (1) Reactant: [Br:1][C:2]1[N:7]=[C:6]([NH2:8])[CH:5]=[CH:4][CH:3]=1.CCN(CC)CC.Cl[C:17](Cl)([O:19]C(=O)OC(Cl)(Cl)Cl)Cl.[CH3:28][O:29][C:30]1[CH:31]=[C:32]([C@@:38]23[CH2:46][CH2:45][C@@H:44]([NH2:47])[CH2:43][C@@H:42]2[N:41]([CH3:48])[CH2:40][CH2:39]3)[CH:33]=[CH:34][C:35]=1[O:36][CH3:37]. Product: [Br:1][C:2]1[N:7]=[C:6]([NH:8][C:17]([NH:47][C@H:44]2[CH2:43][C@H:42]3[C@:38]([C:32]4[CH:33]=[CH:34][C:35]([O:36][CH3:37])=[C:30]([O:29][CH3:28])[CH:31]=4)([CH2:39][CH2:40][N:41]3[CH3:48])[CH2:46][CH2:45]2)=[O:19])[CH:5]=[CH:4][CH:3]=1. The catalyst class is: 2. (2) Reactant: [C:1](O)(C(F)(F)F)=O.C(Cl)Cl.[F:11][C:12]1[CH:13]=[C:14]([CH:41]=[C:42]([F:44])[CH:43]=1)[CH2:15][C@H:16]([NH:33][C:34](=[O:40])OC(C)(C)C)[C@H:17]([OH:32])[CH2:18][NH:19][C:20]1([CH3:31])[C:29]2[C:24](=[CH:25][CH:26]=[C:27]([I:30])[CH:28]=2)[O:23][CH2:22][CH2:21]1.CCN(CC)CC.C(C1NC=CN=1)(=O)C. Product: [F:11][C:12]1[CH:13]=[C:14]([CH:41]=[C:42]([F:44])[CH:43]=1)[CH2:15][C@H:16]([NH:33][C:34](=[O:40])[CH3:1])[C@H:17]([OH:32])[CH2:18][NH:19][C:20]1([CH3:31])[C:29]2[C:24](=[CH:25][CH:26]=[C:27]([I:30])[CH:28]=2)[O:23][CH2:22][CH2:21]1. The catalyst class is: 2. (3) Reactant: [CH2:1]([SH:8])[C:2]1[CH:7]=[CH:6][CH:5]=[CH:4][CH:3]=1.[H-].[Na+].[Br:11][C:12]1[CH:13]=[N:14][CH:15]=[C:16](Br)[CH:17]=1. Product: [CH2:1]([S:8][C:16]1[CH:15]=[N:14][CH:13]=[C:12]([Br:11])[CH:17]=1)[C:2]1[CH:7]=[CH:6][CH:5]=[CH:4][CH:3]=1. The catalyst class is: 31. (4) Reactant: C([Cl:4])(=O)C.C(OC([N:12]1[CH2:17][CH2:16][C@@H:15]([NH:18][C:19]([C:21]2[S:37][C:24]3[N:25]=[CH:26][N:27]=[C:28]([NH:29][C:30]4[CH:35]=[CH:34][C:33]([F:36])=[CH:32][CH:31]=4)[C:23]=3[CH:22]=2)=[O:20])[C@H:14]([OH:38])[CH2:13]1)=O)(C)(C)C. Product: [ClH:4].[OH:38][C@H:14]1[C@H:15]([NH:18][C:19]([C:21]2[S:37][C:24]3[N:25]=[CH:26][N:27]=[C:28]([NH:29][C:30]4[CH:35]=[CH:34][C:33]([F:36])=[CH:32][CH:31]=4)[C:23]=3[CH:22]=2)=[O:20])[CH2:16][CH2:17][NH:12][CH2:13]1. The catalyst class is: 5.